Dataset: Retrosynthesis with 50K atom-mapped reactions and 10 reaction types from USPTO. Task: Predict the reactants needed to synthesize the given product. Given the product CCOC(=O)N(Cc1ccccc1Cl)c1c([N+](=O)[O-])cc(C#N)cc1C(F)(F)F, predict the reactants needed to synthesize it. The reactants are: CCOC(=O)N(Cc1ccccc1Cl)c1c([N+](=O)[O-])cc(Br)cc1C(F)(F)F.[C-]#N.